Dataset: Catalyst prediction with 721,799 reactions and 888 catalyst types from USPTO. Task: Predict which catalyst facilitates the given reaction. Reactant: [NH2:1][C:2]1[CH:16]=[CH:15][C:5]([CH2:6][CH:7]2[CH2:11][CH2:10][CH2:9][N:8]2[CH2:12][CH2:13][CH3:14])=[CH:4][CH:3]=1.[CH:17]([C:20]1[CH:25]=[CH:24][C:23]([S:26](Cl)(=[O:28])=[O:27])=[CH:22][CH:21]=1)([CH3:19])[CH3:18].Cl. Product: [CH:17]([C:20]1[CH:25]=[CH:24][C:23]([S:26]([NH:1][C:2]2[CH:16]=[CH:15][C:5]([CH2:6][CH:7]3[CH2:11][CH2:10][CH2:9][N:8]3[CH2:12][CH2:13][CH3:14])=[CH:4][CH:3]=2)(=[O:28])=[O:27])=[CH:22][CH:21]=1)([CH3:19])[CH3:18]. The catalyst class is: 13.